Dataset: Forward reaction prediction with 1.9M reactions from USPTO patents (1976-2016). Task: Predict the product of the given reaction. (1) Given the reactants [CH3:1][C:2]1[CH:3]=[C:4]2[O:29][CH2:28][O:27][C:5]2=[CH:6][C:7]=1[CH2:8][C:9]([C:11]1[S:15][CH:14]=[CH:13][C:12]=1[S:16]([N-:19][C:20]1[O:24][N:23]=[C:22]([CH3:25])[C:21]=1[Cl:26])(=[O:18])=[O:17])=[O:10].[Na+].Cl.CO, predict the reaction product. The product is: [CH3:1][C:2]1[C:7]([CH2:8][C:9]([C:11]2[S:15][CH:14]=[CH:13][C:12]=2[S:16]([NH:19][C:20]2[O:24][N:23]=[C:22]([CH3:25])[C:21]=2[Cl:26])(=[O:18])=[O:17])=[O:10])=[CH:6][C:5]2[O:27][CH2:28][O:29][C:4]=2[CH:3]=1. (2) Given the reactants CCN(CC)CC.[C:8]([O:12][C:13]([NH:15][CH2:16][C:17]([OH:19])=O)=[O:14])([CH3:11])([CH3:10])[CH3:9].CCN=C=NCCCN(C)C.C1C=CC2N(O)N=NC=2C=1.[NH2:41][C@@H:42]1[CH2:46][CH2:45][N:44]([CH2:47][C:48]2[CH:53]=[CH:52][C:51]([Cl:54])=[CH:50][CH:49]=2)[CH2:43]1.[OH-].[Na+], predict the reaction product. The product is: [C:8]([O:12][C:13]([NH:15][CH2:16][C:17]([NH:41][C@@H:42]1[CH2:46][CH2:45][N:44]([CH2:47][C:48]2[CH:53]=[CH:52][C:51]([Cl:54])=[CH:50][CH:49]=2)[CH2:43]1)=[O:19])=[O:14])([CH3:9])([CH3:10])[CH3:11]. (3) Given the reactants [CH:1]1([NH:4][C:5]2[N:6]=[N:7][C:8]([C:11]#[CH:12])=[CH:9][CH:10]=2)[CH2:3][CH2:2]1.[Cl:13][C:14]1[CH:38]=[CH:37][C:17]([C:18]([NH:20][C:21]2[CH:26]=[CH:25][C:24]([N:27]3[CH:31]=[C:30]([CH3:32])[N:29]=[CH:28]3)=[C:23]([C:33]([F:36])([F:35])[F:34])[CH:22]=2)=[O:19])=[CH:16][C:15]=1I, predict the reaction product. The product is: [Cl:13][C:14]1[CH:15]=[CH:16][C:17]([C:18]([NH:20][C:21]2[CH:26]=[CH:25][C:24]([N:27]3[CH:31]=[C:30]([CH3:32])[N:29]=[CH:28]3)=[C:23]([C:33]([F:35])([F:34])[F:36])[CH:22]=2)=[O:19])=[CH:37][C:38]=1[C:12]#[C:11][C:8]1[N:7]=[N:6][C:5]([NH:4][CH:1]2[CH2:3][CH2:2]2)=[CH:10][CH:9]=1. (4) Given the reactants O[CH2:2][CH:3]1[CH2:7][N:6]([CH2:8][C:9]2[CH:14]=[CH:13][C:12]([O:15][CH3:16])=[CH:11][CH:10]=2)[C:5](=[O:17])[CH2:4]1.C1(P(C2C=CC=CC=2)C2C=CC=CC=2)C=CC=CC=1.N1C=CN=C1.[I:42]I.S([O-])([O-])(=O)=S.[Na+].[Na+], predict the reaction product. The product is: [I:42][CH2:2][CH:3]1[CH2:7][N:6]([CH2:8][C:9]2[CH:14]=[CH:13][C:12]([O:15][CH3:16])=[CH:11][CH:10]=2)[C:5](=[O:17])[CH2:4]1.